The task is: Predict the reactants needed to synthesize the given product.. This data is from Full USPTO retrosynthesis dataset with 1.9M reactions from patents (1976-2016). The reactants are: [Mg].II.CON(C)[C:7](=[O:19])[CH2:8][CH2:9][CH2:10][NH:11][C:12](=[O:18])[O:13][C:14]([CH3:17])([CH3:16])[CH3:15].[Cl-].[NH4+]. Given the product [O:19]=[C:7]([CH2:10][CH2:9][CH:8]=[CH2:7])[CH2:8][CH2:9][CH2:10][NH:11][C:12](=[O:18])[O:13][C:14]([CH3:15])([CH3:16])[CH3:17], predict the reactants needed to synthesize it.